This data is from Full USPTO retrosynthesis dataset with 1.9M reactions from patents (1976-2016). The task is: Predict the reactants needed to synthesize the given product. (1) Given the product [Br:1][C:2]1[CH:3]=[C:4]([CH:9]([OH:11])[CH3:10])[CH:5]=[CH:6][C:7]=1[Cl:8], predict the reactants needed to synthesize it. The reactants are: [Br:1][C:2]1[CH:3]=[C:4]([C:9](=[O:11])[CH3:10])[CH:5]=[CH:6][C:7]=1[Cl:8].[BH4-].[Na+]. (2) Given the product [S:18]1[C:19]2=[N:27][CH:26]=[CH:25][CH:24]=[C:20]2[C:21](=[O:22])[NH:15]1, predict the reactants needed to synthesize it. The reactants are: C1(P([N:15]=[N+]=[N-])(C2C=CC=CC=2)=O)C=CC=CC=1.[SH:18][C:19]1[N:27]=[CH:26][CH:25]=[CH:24][C:20]=1[C:21](O)=[O:22]. (3) Given the product [Cl:1][C:2]1[C:3]([F:11])=[C:4]([CH:8]=[CH:9][CH:10]=1)[C:5]([N:14]([O:15][CH3:16])[CH3:13])=[O:6], predict the reactants needed to synthesize it. The reactants are: [Cl:1][C:2]1[C:3]([F:11])=[C:4]([CH:8]=[CH:9][CH:10]=1)[C:5](O)=[O:6].Cl.[CH3:13][NH:14][O:15][CH3:16].C(Cl)(=O)C(Cl)=O. (4) The reactants are: [F:1][C:2]1[CH:3]=[C:4]([CH:32]=[CH:33][C:34]=1[F:35])[O:5][C:6]1([C:28]([OH:31])([CH3:30])[CH3:29])[CH2:11][CH2:10][CH2:9][N:8]2[C:12]([C:15]3[CH:16]=[CH:17][C:18]([C:22]4[O:26][C:25]([CH3:27])=[N:24][CH:23]=4)=[C:19]([OH:21])[CH:20]=3)=[N:13][N:14]=[C:7]12.C(=O)([O-])[O-].[K+].[K+].I[CH2:43][CH3:44].C(OCC)(=O)C. Given the product [F:1][C:2]1[CH:3]=[C:4]([CH:32]=[CH:33][C:34]=1[F:35])[O:5][C:6]1([C:28]([OH:31])([CH3:30])[CH3:29])[CH2:11][CH2:10][CH2:9][N:8]2[C:12]([C:15]3[CH:16]=[CH:17][C:18]([C:22]4[O:26][C:25]([CH3:27])=[N:24][CH:23]=4)=[C:19]([O:21][CH2:43][CH3:44])[CH:20]=3)=[N:13][N:14]=[C:7]12, predict the reactants needed to synthesize it. (5) Given the product [CH3:34][N:21]1[CH2:22][CH2:23][C:9]2[C:10](=[N:11][C:12]([C:13]3[CH:14]=[CH:15][C:16]([CH3:19])=[CH:17][CH:18]=3)=[C:7]([C:4]3[CH:3]=[CH:2][C:1]([CH3:33])=[CH:6][CH:5]=3)[N:8]=2)[CH:20]1[CH2:24][CH2:25][CH2:26][CH2:27][CH2:28][CH2:29][C:30]([OH:32])=[O:31], predict the reactants needed to synthesize it. The reactants are: [C:1]1([CH3:33])[CH:6]=[CH:5][C:4]([C:7]2[N:8]=[C:9]3[CH2:23][CH2:22][NH:21][CH:20]([CH2:24][CH2:25][CH2:26][CH2:27][CH2:28][CH2:29][C:30]([OH:32])=[O:31])[C:10]3=[N:11][C:12]=2[C:13]2[CH:18]=[CH:17][C:16]([CH3:19])=[CH:15][CH:14]=2)=[CH:3][CH:2]=1.[CH2:34]=O.[BH4-].[Na+].